From a dataset of Catalyst prediction with 721,799 reactions and 888 catalyst types from USPTO. Predict which catalyst facilitates the given reaction. (1) Reactant: [N+](C1C=C([N+]([O-])=O)C=CC=1NN)([O-])=O.S(=O)(=O)(O)O.[CH3:20][C:21]1([CH2:35][CH2:36][CH2:37][CH:38]([CH3:50])[CH2:39][CH2:40][CH2:41][CH:42]([CH3:49])[CH2:43][CH2:44][CH2:45][CH:46]([CH3:48])[CH3:47])[CH2:30][CH2:29][C:28]2[C:23]([C:24]([CH3:34])=[C:25]([CH3:33])[C:26](=O)[C:27]=2[CH3:31])=[N:22]1. Product: [CH3:20][C:21]1([CH2:35][CH2:36][CH2:37][CH:38]([CH3:50])[CH2:39][CH2:40][CH2:41][CH:42]([CH3:49])[CH2:43][CH2:44][CH2:45][CH:46]([CH3:48])[CH3:47])[CH2:30][CH2:29][C:28]2[C:23](=[C:24]([CH3:34])[C:25]([CH3:33])=[CH:26][C:27]=2[CH3:31])[NH:22]1. The catalyst class is: 40. (2) Reactant: [CH:1]1([C:4]([NH:6][C:7]2[S:8][C:9]3[CH:15]=[C:14]([S:16]C#N)[C:13]([F:19])=[CH:12][C:10]=3[N:11]=2)=[O:5])[CH2:3][CH2:2]1.C(O)C.P([O-])(O)(O)=O.[K+].C(S)[C@@H](O)[C@H](O)CS. Product: [F:19][C:13]1[C:14]([SH:16])=[CH:15][C:9]2[S:8][C:7]([NH:6][C:4]([CH:1]3[CH2:2][CH2:3]3)=[O:5])=[N:11][C:10]=2[CH:12]=1. The catalyst class is: 6. (3) Reactant: [CH3:1][C:2]1[C:10]2[CH:9]([N:11]3[CH2:16][CH2:15][C:14]([C:20]4[CH:25]=[CH:24][CH:23]=[CH:22][CH:21]=4)([C:17](O)=[O:18])[CH2:13][CH2:12]3)[NH:8][CH:7]=[N:6][C:5]=2[NH:4][CH:3]=1.[C:26]([C:30]1[CH:31]=[C:32]([CH:34]=[CH:35][CH:36]=1)[NH2:33])([CH3:29])([CH3:28])[CH3:27].F[P-](F)(F)(F)(F)F.N1(O[P+](N(C)C)(N(C)C)N(C)C)C2C=CC=CC=2N=N1.C(N(CC)CC)C. Product: [C:26]([C:30]1[CH:31]=[C:32]([NH:33][C:17]([C:14]2([C:20]3[CH:21]=[CH:22][CH:23]=[CH:24][CH:25]=3)[CH2:13][CH2:12][N:11]([C:9]3[C:10]4[C:2]([CH3:1])=[CH:3][NH:4][C:5]=4[N:6]=[CH:7][N:8]=3)[CH2:16][CH2:15]2)=[O:18])[CH:34]=[CH:35][CH:36]=1)([CH3:29])([CH3:27])[CH3:28]. The catalyst class is: 3.